This data is from Forward reaction prediction with 1.9M reactions from USPTO patents (1976-2016). The task is: Predict the product of the given reaction. (1) Given the reactants [N+:1]([C:4]1[CH:9]=[C:8]([S:10]([C:13]([F:16])([F:15])[F:14])(=[O:12])=[O:11])[CH:7]=[CH:6][C:5]=1[NH2:17])([O-])=O, predict the reaction product. The product is: [F:15][C:13]([F:14])([F:16])[S:10]([C:8]1[CH:9]=[C:4]([NH2:1])[C:5]([NH2:17])=[CH:6][CH:7]=1)(=[O:11])=[O:12]. (2) Given the reactants C(OC([N:8]1[CH2:13][CH2:12][N:11]([C:14]([C:16]2[C:20]3=[N:21][CH:22]=[CH:23][CH:24]=[C:19]3[N:18]([C:25]3[CH:30]=[CH:29][CH:28]=[CH:27][CH:26]=3)[C:17]=2[O:31][C:32]2[CH:37]=[CH:36][CH:35]=[CH:34][C:33]=2[CH3:38])=[O:15])[CH2:10][CH2:9]1)=O)(C)(C)C.[C:39]([OH:45])([C:41]([F:44])([F:43])[F:42])=[O:40], predict the reaction product. The product is: [C:25]1([N:18]2[C:19]3[C:20](=[N:21][CH:22]=[CH:23][CH:24]=3)[C:16]([C:14]([N:11]3[CH2:10][CH2:9][NH:8][CH2:13][CH2:12]3)=[O:15])=[C:17]2[O:31][C:32]2[CH:37]=[CH:36][CH:35]=[CH:34][C:33]=2[CH3:38])[CH:30]=[CH:29][CH:28]=[CH:27][CH:26]=1.[F:42][C:41]([F:44])([F:43])[C:39]([OH:45])=[O:40]. (3) Given the reactants [C:1]([O:5][C:6]([N:8]1[CH2:13][CH2:12][N:11]([C:14]2[CH:19]=[CH:18][C:17]([Cl:20])=[CH:16][C:15]=2[C:21]([OH:23])=[O:22])[CH2:10][CH2:9]1)=[O:7])([CH3:4])([CH3:3])[CH3:2].[CH3:24][Si](C=[N+]=[N-])(C)C, predict the reaction product. The product is: [C:1]([O:5][C:6]([N:8]1[CH2:13][CH2:12][N:11]([C:14]2[CH:19]=[CH:18][C:17]([Cl:20])=[CH:16][C:15]=2[C:21]([O:23][CH3:24])=[O:22])[CH2:10][CH2:9]1)=[O:7])([CH3:4])([CH3:2])[CH3:3].